From a dataset of Catalyst prediction with 721,799 reactions and 888 catalyst types from USPTO. Predict which catalyst facilitates the given reaction. (1) Reactant: Br[C:2]1[C:3]([C@@H:8]([NH:18][C:19](=[O:31])[CH2:20][C:21]2[C:29]3[C:24](=[CH:25][CH:26]=[C:27]([F:30])[CH:28]=3)[NH:23][CH:22]=2)[CH2:9][C:10]2[CH:15]=[C:14]([F:16])[CH:13]=[C:12]([F:17])[CH:11]=2)=[N:4][CH:5]=[CH:6][CH:7]=1.[F:32][C:33]1[CH:38]=[CH:37][C:36](B(O)O)=[CH:35][C:34]=1[C:42](=[O:44])[NH2:43].C([O-])([O-])=O.[K+].[K+]. Product: [F:17][C:12]1[CH:11]=[C:10]([CH2:9][C@@H:8]([C:3]2[C:2]([C:36]3[CH:37]=[CH:38][C:33]([F:32])=[C:34]([CH:35]=3)[C:42]([NH2:43])=[O:44])=[CH:7][CH:6]=[CH:5][N:4]=2)[NH:18][C:19](=[O:31])[CH2:20][C:21]2[C:29]3[C:24](=[CH:25][CH:26]=[C:27]([F:30])[CH:28]=3)[NH:23][CH:22]=2)[CH:15]=[C:14]([F:16])[CH:13]=1. The catalyst class is: 104. (2) Reactant: COC1C=C([C:12]2[O:13][C:14]3[CH:20]=[CH:19][CH:18]=[CH:17][C:15]=3[N:16]=2)C=C(OC)C=1C.C(Cl)(Cl)(Cl)Cl.C(OOC(=O)C1C=CC=CC=1)(=O)C1C=CC=CC=1.BrN1C(=O)CCC1=O. Product: [O:13]1[C:14]2[CH:20]=[CH:19][CH:18]=[CH:17][C:15]=2[N:16]=[CH:12]1. The catalyst class is: 25. (3) Reactant: [CH3:1][C:2]1([CH3:26])[C:6]([CH3:8])([CH3:7])[O:5][B:4]([C:9]2[CH:18]=[CH:17][CH:16]=[C:15]3[C:10]=2[CH2:11][CH2:12][N:13](C(OC(C)(C)C)=O)[CH2:14]3)[O:3]1.Cl.O1CCOCC1.[S:34]1[C:38]([NH2:39])=[N:37][CH:36]=[N:35]1.C(N(CC)CC)C.[S:47](Cl)(Cl)(=[O:49])=[O:48]. Product: [CH3:7][C:6]1([CH3:8])[C:2]([CH3:26])([CH3:1])[O:3][B:4]([C:9]2[CH:18]=[CH:17][CH:16]=[C:15]3[C:10]=2[CH2:11][CH2:12][N:13]([S:47]([NH:39][C:38]2[S:34][N:35]=[CH:36][N:37]=2)(=[O:49])=[O:48])[CH2:14]3)[O:5]1. The catalyst class is: 76.